This data is from Forward reaction prediction with 1.9M reactions from USPTO patents (1976-2016). The task is: Predict the product of the given reaction. Given the reactants [C:1]1([C:7]#[C:8][C:9]2[N:13]3[CH:14]=[CH:15][CH:16]=[CH:17][C:12]3=[N:11][C:10]=2[CH2:18]O)[CH:6]=[CH:5][CH:4]=[CH:3][CH:2]=1.S(Cl)([Cl:22])=O, predict the reaction product. The product is: [Cl:22][CH2:18][C:10]1[N:11]=[C:12]2[CH:17]=[CH:16][CH:15]=[CH:14][N:13]2[C:9]=1[C:8]#[C:7][C:1]1[CH:6]=[CH:5][CH:4]=[CH:3][CH:2]=1.